This data is from Full USPTO retrosynthesis dataset with 1.9M reactions from patents (1976-2016). The task is: Predict the reactants needed to synthesize the given product. Given the product [C:1]([C:4]1[CH:28]=[CH:27][C:7]2[N:8]3[CH:26]=[CH:25][CH:24]=[C:9]3[C:10]3([CH2:16][CH2:15][N:14]([C:17]([O:19][C:20]([CH3:23])([CH3:22])[CH3:21])=[O:18])[CH2:13][CH2:12]3)[O:11][C:6]=2[CH:5]=1)#[N:2], predict the reactants needed to synthesize it. The reactants are: [C:1]([C:4]1[CH:28]=[CH:27][C:7]2[N:8]3[CH:26]=[CH:25][CH:24]=[C:9]3[C:10]3([CH2:16][CH2:15][N:14]([C:17]([O:19][C:20]([CH3:23])([CH3:22])[CH3:21])=[O:18])[CH2:13][CH2:12]3)[O:11][C:6]=2[CH:5]=1)(=O)[NH2:2].N1C(Cl)=NC(Cl)=NC=1Cl.O.